From a dataset of Reaction yield outcomes from USPTO patents with 853,638 reactions. Predict the reaction yield, written as a fraction of the theoretical maximum amount of product (1.0 means a 100% yield; for example, 0.34 means a 34% yield). The reactants are [F:1][C:2]1[CH:3]=[C:4]([S:8]([C:11]2[CH:20]=[C:19]3[C:14]([CH2:15][CH2:16][CH:17]([CH2:21][OH:22])[O:18]3)=[CH:13][CH:12]=2)(=[O:10])=[O:9])[CH:5]=[CH:6][CH:7]=1.[CH3:23][S:24](Cl)(=[O:26])=[O:25].C(N(CC)CC)C. The catalyst is C(Cl)Cl. The product is [F:1][C:2]1[CH:3]=[C:4]([S:8]([C:11]2[CH:20]=[C:19]3[C:14]([CH2:15][CH2:16][C@H:17]([CH2:21][O:22][S:24]([CH3:23])(=[O:26])=[O:25])[O:18]3)=[CH:13][CH:12]=2)(=[O:10])=[O:9])[CH:5]=[CH:6][CH:7]=1. The yield is 0.920.